This data is from Full USPTO retrosynthesis dataset with 1.9M reactions from patents (1976-2016). The task is: Predict the reactants needed to synthesize the given product. (1) Given the product [Br-:26].[CH2:27]([N+:1]12[CH2:6][CH2:5][CH:4]([CH2:7][CH2:8]1)[C@@H:3]([O:9][C:10]([C:12]1([OH:25])[C:13]3[CH:14]=[CH:15][CH:16]=[CH:17][C:18]=3[C:19]3[C:24]1=[CH:23][CH:22]=[CH:21][CH:20]=3)=[O:11])[CH2:2]2)[CH2:28][CH2:29][CH2:30][CH2:31][CH2:32][CH3:33], predict the reactants needed to synthesize it. The reactants are: [N:1]12[CH2:8][CH2:7][CH:4]([CH2:5][CH2:6]1)[C@@H:3]([O:9][C:10]([C:12]1([OH:25])[C:24]3[CH:23]=[CH:22][CH:21]=[CH:20][C:19]=3[C:18]3[C:13]1=[CH:14][CH:15]=[CH:16][CH:17]=3)=[O:11])[CH2:2]2.[Br:26][CH2:27][CH2:28][CH2:29][CH2:30][CH2:31][CH2:32][CH3:33]. (2) Given the product [N+:17]1([O-:6])[CH:18]=[CH:19][CH:20]=[C:14]2[CH2:13][CH2:12][CH2:16][C:15]=12, predict the reactants needed to synthesize it. The reactants are: ClC1C=C(C=CC=1)C(OO)=[O:6].[CH2:12]1[CH2:16][C:15]2[N:17]=[CH:18][CH:19]=[CH:20][C:14]=2[CH2:13]1. (3) The reactants are: [C:1]([O:5][C:6]([N:8]1[CH2:13][CH2:12][O:11][CH:10]([C:14]([OH:16])=[O:15])[CH2:9]1)=[O:7])([CH3:4])([CH3:3])[CH3:2].S(=O)(=O)(O)O.[CH3:22]O. Given the product [N:8]1([C:6]([O:5][C:1]([CH3:4])([CH3:2])[CH3:3])=[O:7])[CH2:13][CH2:12][O:11][CH:10]([C:14]([O:16][CH3:22])=[O:15])[CH2:9]1, predict the reactants needed to synthesize it. (4) Given the product [CH3:1][O:2][C:3]1[CH:4]=[CH:5][C:6]([S:9]([N:12]2[CH:16]=[C:15]([CH2:17][NH:46][C:45]3[CH:47]=[CH:48][C:42]([N:39]4[CH2:38][CH2:37][O:36][CH2:41][CH2:40]4)=[CH:43][CH:44]=3)[CH:14]=[C:13]2[C:19]2[CH:20]=[C:21]([O:29][CH3:30])[C:22]([O:27][CH3:28])=[C:23]([O:25][CH3:26])[CH:24]=2)(=[O:11])=[O:10])=[CH:7][CH:8]=1, predict the reactants needed to synthesize it. The reactants are: [CH3:1][O:2][C:3]1[CH:8]=[CH:7][C:6]([S:9]([N:12]2[CH:16]=[C:15]([CH:17]=O)[CH:14]=[C:13]2[C:19]2[CH:24]=[C:23]([O:25][CH3:26])[C:22]([O:27][CH3:28])=[C:21]([O:29][CH3:30])[CH:20]=2)(=[O:11])=[O:10])=[CH:5][CH:4]=1.C1COCC1.[O:36]1[CH2:41][CH2:40][N:39]([C:42]2[CH:48]=[CH:47][C:45]([NH2:46])=[CH:44][CH:43]=2)[CH2:38][CH2:37]1.[BH-](OC(C)=O)(OC(C)=O)OC(C)=O.[Na+]. (5) Given the product [Cl:18][C:6]1[N:5]=[C:4]2[C:9]([N:10]=[C:2]([C:25]3[CH:26]=[CH:27][CH:28]=[C:29]4[C:24]=3[CH:23]=[CH:22][NH:21]4)[NH:3]2)=[C:8]([N:11]2[CH2:16][CH2:15][O:14][CH2:13][C@H:12]2[CH3:17])[N:7]=1, predict the reactants needed to synthesize it. The reactants are: Br[C:2]1[NH:3][C:4]2[C:9]([N:10]=1)=[C:8]([N:11]1[CH2:16][CH2:15][O:14][CH2:13][C@H:12]1[CH3:17])[N:7]=[C:6]([Cl:18])[N:5]=2.[F-].[Cs+].[NH:21]1[C:29]2[CH:28]=[CH:27][CH:26]=[C:25](B(O)O)[C:24]=2[CH:23]=[CH:22]1. (6) Given the product [ClH:35].[C:1]1([CH:7]([NH:9][C:10]2[CH:11]=[C:12]([N:22]3[CH2:23][CH2:24][NH:25][CH2:26][CH2:27]3)[CH:13]=[CH:14][C:15]=2[C:16](=[O:21])[C:17]([F:20])([F:18])[F:19])[CH3:8])[CH:6]=[CH:5][CH:4]=[CH:3][CH:2]=1, predict the reactants needed to synthesize it. The reactants are: [C:1]1([CH:7]([NH:9][C:10]2[CH:11]=[C:12]([N:22]3[CH2:27][CH2:26][N:25](C(OC(C)(C)C)=O)[CH2:24][CH2:23]3)[CH:13]=[CH:14][C:15]=2[C:16](=[O:21])[C:17]([F:20])([F:19])[F:18])[CH3:8])[CH:6]=[CH:5][CH:4]=[CH:3][CH:2]=1.[ClH:35]. (7) Given the product [NH2:1][C:4]1[N:9]=[C:8]([C:10]2[N:11]=[CH:12][N:13]([CH2:15][CH2:16][CH2:17][CH2:18][N:19]3[C:27](=[O:28])[C:26]4[C:21](=[CH:22][CH:23]=[CH:24][CH:25]=4)[C:20]3=[O:29])[CH:14]=2)[CH:7]=[CH:6][N:5]=1, predict the reactants needed to synthesize it. The reactants are: [N:1]([C:4]1[N:9]=[C:8]([C:10]2[N:11]=[CH:12][N:13]([CH2:15][CH2:16][CH2:17][CH2:18][N:19]3[C:27](=[O:28])[C:26]4[C:21](=[CH:22][CH:23]=[CH:24][CH:25]=4)[C:20]3=[O:29])[CH:14]=2)[CH:7]=[CH:6][N:5]=1)=[N+]=[N-].